Dataset: Catalyst prediction with 721,799 reactions and 888 catalyst types from USPTO. Task: Predict which catalyst facilitates the given reaction. (1) Reactant: [CH2:1]([O:8][C:9]1[CH:14]=[C:13]([O:15][CH2:16][C:17]2[CH:22]=[CH:21][CH:20]=[CH:19][CH:18]=2)[C:12]([C:23]([CH3:25])=[CH2:24])=[CH:11][C:10]=1[C:26]([N:28]1[CH2:36][C:35]2[C:30](=[CH:31][CH:32]=[C:33]([CH2:37][CH:38]=O)[CH:34]=2)[CH2:29]1)=[O:27])[C:2]1[CH:7]=[CH:6][CH:5]=[CH:4][CH:3]=1.S(C1C=CC(C)=CC=1)(O)(=O)=O.[CH:51]1([O:56][C:57](=[O:64])[C@H:58]([CH2:60][CH:61]([CH3:63])[CH3:62])[NH2:59])[CH2:55][CH2:54][CH2:53][CH2:52]1.C(O[BH-](OC(=O)C)OC(=O)C)(=O)C.[Na+]. Product: [CH2:1]([O:8][C:9]1[CH:14]=[C:13]([O:15][CH2:16][C:17]2[CH:18]=[CH:19][CH:20]=[CH:21][CH:22]=2)[C:12]([C:23]([CH3:25])=[CH2:24])=[CH:11][C:10]=1[C:26]([N:28]1[CH2:36][C:35]2[C:30](=[CH:31][CH:32]=[C:33]([CH2:37][CH2:38][NH:59][C@H:58]([C:57]([O:56][CH:51]3[CH2:52][CH2:53][CH2:54][CH2:55]3)=[O:64])[CH2:60][CH:61]([CH3:62])[CH3:63])[CH:34]=2)[CH2:29]1)=[O:27])[C:2]1[CH:3]=[CH:4][CH:5]=[CH:6][CH:7]=1. The catalyst class is: 68. (2) Reactant: [N:1]1[CH:6]=[CH:5][CH:4]=[CH:3][C:2]=1[C:7]1[O:8][C:9]2[CH2:14][NH:13][CH2:12][C:10]=2[N:11]=1.Cl[C:16]1[C:21]([C:22]#[N:23])=[CH:20][CH:19]=[CH:18][N:17]=1. Product: [N:1]1[CH:6]=[CH:5][CH:4]=[CH:3][C:2]=1[C:7]1[O:8][C:9]2[CH2:14][N:13]([C:16]3[C:21]([C:22]#[N:23])=[CH:20][CH:19]=[CH:18][N:17]=3)[CH2:12][C:10]=2[N:11]=1. The catalyst class is: 3. (3) Reactant: [C:1]([N:5]=[C:6]=[S:7])([CH3:4])([CH3:3])[CH3:2].[CH:8]1([NH2:13])[CH2:12][CH2:11][CH2:10][CH2:9]1.CCN(C(C)C)C(C)C. Product: [C:1]([NH:5][C:6]([NH:13][CH:8]1[CH2:12][CH2:11][CH2:10][CH2:9]1)=[S:7])([CH3:4])([CH3:3])[CH3:2]. The catalyst class is: 91. (4) Reactant: [N:1]([CH2:4][CH2:5][O:6][C:7]1[CH:12]=[CH:11][C:10]([CH2:13][CH:14]([O:20][C:21]2[CH:26]=[CH:25][C:24]([CH:27]([CH3:29])[CH3:28])=[CH:23][CH:22]=2)[C:15]([O:17][CH2:18][CH3:19])=[O:16])=[CH:9][CH:8]=1)=[N+]=[N-]. Product: [NH2:1][CH2:4][CH2:5][O:6][C:7]1[CH:8]=[CH:9][C:10]([CH2:13][CH:14]([O:20][C:21]2[CH:22]=[CH:23][C:24]([CH:27]([CH3:28])[CH3:29])=[CH:25][CH:26]=2)[C:15]([O:17][CH2:18][CH3:19])=[O:16])=[CH:11][CH:12]=1. The catalyst class is: 45. (5) Reactant: Cl.[Cl:2][C:3]1[CH:8]=[CH:7][C:6]([F:9])=[CH:5][C:4]=1[CH:10]1[CH2:15][CH2:14][NH:13][CH2:12][CH2:11]1.[C:16]([O:20][C:21]([N:23]1[CH2:28][CH2:27][C:26]2[C:29]([C:32](O)=[O:33])=[N:30][NH:31][C:25]=2[CH2:24]1)=[O:22])([CH3:19])([CH3:18])[CH3:17].C(N(C(C)C)CC)(C)C.CCN=C=NCCCN(C)C.C1C=CC2N(O)N=NC=2C=1. Product: [Cl:2][C:3]1[CH:8]=[CH:7][C:6]([F:9])=[CH:5][C:4]=1[CH:10]1[CH2:11][CH2:12][N:13]([C:32]([C:29]2[C:26]3[CH2:27][CH2:28][N:23]([C:21]([O:20][C:16]([CH3:19])([CH3:18])[CH3:17])=[O:22])[CH2:24][C:25]=3[NH:31][N:30]=2)=[O:33])[CH2:14][CH2:15]1. The catalyst class is: 18. (6) Reactant: [NH2:1][CH:2]([C:15]1[CH:20]=[CH:19][C:18]([F:21])=[CH:17][CH:16]=1)[CH:3]([C:5]1[CH:10]=[CH:9][CH:8]=[C:7]([C:11]([F:14])([F:13])[F:12])[CH:6]=1)[OH:4].C(N(CC)CC)C.[O:29]=[C:30](Cl)OC(Cl)(Cl)Cl. Product: [F:21][C:18]1[CH:17]=[CH:16][C:15]([CH:2]2[CH:3]([C:5]3[CH:10]=[CH:9][CH:8]=[C:7]([C:11]([F:12])([F:13])[F:14])[CH:6]=3)[O:4][C:30](=[O:29])[NH:1]2)=[CH:20][CH:19]=1. The catalyst class is: 4. (7) Reactant: Cl.C([O:4][C:5]([C:7]1[N:8]([C:28]2[CH:33]=[CH:32][C:31]([O:34][CH:35]([CH3:37])[CH3:36])=[CH:30][CH:29]=2)[C:9]2[C:14]([C:15]=1[S:16][CH3:17])=[CH:13][C:12]([C:18]1[CH:23]=[CH:22][C:21]([C:24]([F:27])([F:26])[F:25])=[CH:20][N:19]=1)=[CH:11][CH:10]=2)=[O:6])C.[OH-].[Na+].Cl. Product: [CH:35]([O:34][C:31]1[CH:32]=[CH:33][C:28]([N:8]2[C:9]3[C:14](=[CH:13][C:12]([C:18]4[CH:23]=[CH:22][C:21]([C:24]([F:25])([F:26])[F:27])=[CH:20][N:19]=4)=[CH:11][CH:10]=3)[C:15]([S:16][CH3:17])=[C:7]2[C:5]([OH:6])=[O:4])=[CH:29][CH:30]=1)([CH3:37])[CH3:36]. The catalyst class is: 12. (8) Reactant: C([Li])CCC.I[C:7]1[CH:8]=[N:9][N:10]([CH3:22])[C:11]=1[C:12]1[CH:17]=[CH:16][C:15]([C:18]([F:21])([F:20])[F:19])=[CH:14][N:13]=1.[N:23]1([C:27]2[C:32]([CH:33]=[O:34])=[C:31]([Cl:35])[N:30]=[CH:29][N:28]=2)[CH2:26][CH2:25][CH2:24]1.O. Product: [N:23]1([C:27]2[C:32]([CH:33]([C:7]3[CH:8]=[N:9][N:10]([CH3:22])[C:11]=3[C:12]3[CH:17]=[CH:16][C:15]([C:18]([F:21])([F:20])[F:19])=[CH:14][N:13]=3)[OH:34])=[C:31]([Cl:35])[N:30]=[CH:29][N:28]=2)[CH2:26][CH2:25][CH2:24]1. The catalyst class is: 7. (9) Reactant: [CH3:1][N:2]1[CH:6]=[CH:5][C:4]([C:7]2[CH:12]=[CH:11][CH:10]=[CH:9][CH:8]=2)=[N:3]1.[CH3:13][N:14]1[C:18]([C:19]2[CH:24]=[CH:23][CH:22]=[CH:21][CH:20]=2)=[CH:17][CH:16]=[N:15]1.C1C(=O)N([Br:32])C(=O)C1. Product: [Br:32][C:5]1[C:4]([C:7]2[CH:8]=[CH:9][CH:10]=[CH:11][CH:12]=2)=[N:3][N:2]([CH3:1])[CH:6]=1.[Br:32][C:17]1[CH:16]=[N:15][N:14]([CH3:13])[C:18]=1[C:19]1[CH:20]=[CH:21][CH:22]=[CH:23][CH:24]=1. The catalyst class is: 10.